Dataset: Full USPTO retrosynthesis dataset with 1.9M reactions from patents (1976-2016). Task: Predict the reactants needed to synthesize the given product. (1) Given the product [C:12]([O:11][C:9]([N:19]([CH2:20][C:21]([OH:23])=[O:22])[CH2:18][CH2:17][OH:16])=[O:10])([CH3:13])([CH3:14])[CH3:15], predict the reactants needed to synthesize it. The reactants are: [C:12]([O:11][C:9](O[C:9]([O:11][C:12]([CH3:15])([CH3:14])[CH3:13])=[O:10])=[O:10])([CH3:15])([CH3:14])[CH3:13].[OH:16][CH2:17][CH2:18][NH:19][CH2:20][C:21]([OH:23])=[O:22].[OH-].[Na+]. (2) Given the product [NH2:14][C:13]1[CH:15]=[CH:16][CH:17]=[CH:18][C:12]=1[C:3]1[CH:4]=[CH:5][CH:6]=[CH:7][C:2]=1[CH3:1], predict the reactants needed to synthesize it. The reactants are: [CH3:1][C:2]1[CH:7]=[CH:6][CH:5]=[CH:4][C:3]=1B(O)O.Br[C:12]1[CH:18]=[CH:17][CH:16]=[CH:15][C:13]=1[NH2:14].C1(P(C2C=CC=CC=2)C2C=CC=CC=2)C=CC=CC=1.C(=O)([O-])[O-].[K+].[K+]. (3) Given the product [F:23][C:20]([F:21])([F:22])[C:17]1[CH:18]=[CH:19][C:14]([N:11]2[CH2:12][CH2:13][N:8]([C:5]3([C:3]([OH:4])=[O:2])[CH2:7][CH2:6]3)[CH2:9][CH2:10]2)=[N:15][CH:16]=1, predict the reactants needed to synthesize it. The reactants are: C[O:2][C:3]([C:5]1([N:8]2[CH2:13][CH2:12][N:11]([C:14]3[CH:19]=[CH:18][C:17]([C:20]([F:23])([F:22])[F:21])=[CH:16][N:15]=3)[CH2:10][CH2:9]2)[CH2:7][CH2:6]1)=[O:4].[OH-].[Na+]. (4) Given the product [CH3:31][C:26]1([CH3:32])[C:27]([CH3:30])([CH3:29])[O:28][B:24]([C:2]2[CH:7]=[CH:6][C:5]([S:8]([CH:11]3[CH2:16][CH2:15][N:14]([C:17]([O:19][C:20]([CH3:23])([CH3:22])[CH3:21])=[O:18])[CH2:13][CH2:12]3)(=[O:10])=[O:9])=[CH:4][CH:3]=2)[O:25]1, predict the reactants needed to synthesize it. The reactants are: Br[C:2]1[CH:7]=[CH:6][C:5]([S:8]([CH:11]2[CH2:16][CH2:15][N:14]([C:17]([O:19][C:20]([CH3:23])([CH3:22])[CH3:21])=[O:18])[CH2:13][CH2:12]2)(=[O:10])=[O:9])=[CH:4][CH:3]=1.[B:24]1([B:24]2[O:28][C:27]([CH3:30])([CH3:29])[C:26]([CH3:32])([CH3:31])[O:25]2)[O:28][C:27]([CH3:30])([CH3:29])[C:26]([CH3:32])([CH3:31])[O:25]1.C([O-])(=O)C.[K+].